From a dataset of Forward reaction prediction with 1.9M reactions from USPTO patents (1976-2016). Predict the product of the given reaction. (1) The product is: [NH:1]1[CH2:6][CH2:5][CH:4]([CH:7]2[CH2:12][CH2:11][CH2:10][CH2:9][N:8]2[C:13]2[CH:14]=[CH:15][C:16]3[NH:20][C:19]([NH:32][C:36]4[CH:37]=[C:47]5[C:46](=[CH:40][CH:35]=4)[NH:45][N:49]=[CH:48]5)=[N:18][C:17]=3[CH:31]=2)[CH2:3][CH2:2]1. Given the reactants [NH:1]1[CH2:6][CH2:5][CH:4]([CH:7]2[CH2:12][CH2:11][CH2:10][CH2:9][N:8]2[C:13]2[CH:14]=[CH:15][C:16]3[NH:20][C:19](C4C5C(=CC=C(N)C=5)NN=4)=[N:18][C:17]=3[CH:31]=2)[CH2:3][CH2:2]1.[N-:32]=C=S.[CH:35]1[CH:40]=CC=[CH:37][CH:36]=1.CCN=C=[N:45][CH2:46][CH2:47][CH2:48][N:49](C)C.Cl.CN1CCNCC1, predict the reaction product. (2) The product is: [CH3:25][O:24][C:20]1[CH:19]=[C:5]([CH:4]=[C:3]([O:2][CH3:1])[C:21]=1[O:22][CH3:23])[CH2:6][N:7]1[CH2:12][CH2:11][N:10]([CH2:13][C:14]([NH:26][NH2:27])=[O:15])[CH2:9][CH2:8]1. Given the reactants [CH3:1][O:2][C:3]1[CH:4]=[C:5]([CH:19]=[C:20]([O:24][CH3:25])[C:21]=1[O:22][CH3:23])[CH2:6][N:7]1[CH2:12][CH2:11][N:10]([CH2:13][C:14](OCC)=[O:15])[CH2:9][CH2:8]1.[NH2:26][NH2:27], predict the reaction product. (3) Given the reactants [Br:1][C:2]1[CH:3]=[CH:4][C:5]([C:8]2([OH:18])[CH2:17][CH2:16][C:11]3(OCC[O:12]3)[CH2:10][CH2:9]2)=[N:6][CH:7]=1.Cl, predict the reaction product. The product is: [Br:1][C:2]1[CH:3]=[CH:4][C:5]([C:8]2([OH:18])[CH2:9][CH2:10][C:11](=[O:12])[CH2:16][CH2:17]2)=[N:6][CH:7]=1.